From a dataset of Catalyst prediction with 721,799 reactions and 888 catalyst types from USPTO. Predict which catalyst facilitates the given reaction. (1) Reactant: [F:1][CH2:2][CH2:3][N:4]([CH3:26])[C:5]1[N:25]=[C:8]2[CH:9]=[C:10]([NH:13][C:14]([C:16]3[N:20]([CH3:21])[N:19]=[CH:18][C:17]=3[C:22](O)=[O:23])=[O:15])[CH:11]=[CH:12][N:7]2[N:6]=1.[NH:27]1[CH2:30][CH2:29][CH2:28]1.CCCP(=O)=O. Product: [F:1][CH2:2][CH2:3][N:4]([CH3:26])[C:5]1[N:25]=[C:8]2[CH:9]=[C:10]([NH:13][C:14]([C:16]3[N:20]([CH3:21])[N:19]=[CH:18][C:17]=3[C:22]([N:27]3[CH2:30][CH2:29][CH2:28]3)=[O:23])=[O:15])[CH:11]=[CH:12][N:7]2[N:6]=1. The catalyst class is: 7. (2) Reactant: [CH3:1][C:2]1[C:6]([CH2:7][CH2:8][CH3:9])=[C:5]([NH2:10])[NH:4][N:3]=1.[CH3:11][O:12][C:13]1[CH:18]=[CH:17][C:16]([C:19](=O)[CH2:20][C:21](OC)=[O:22])=[CH:15][CH:14]=1. Product: [CH3:11][O:12][C:13]1[CH:18]=[CH:17][C:16]([C:19]2[NH:10][C:5]3[N:4]([N:3]=[C:2]([CH3:1])[C:6]=3[CH2:7][CH2:8][CH3:9])[C:21](=[O:22])[CH:20]=2)=[CH:15][CH:14]=1. The catalyst class is: 15. (3) Reactant: [C:1]([OH:9])(=O)[C:2]1[CH:7]=[CH:6][CH:5]=[CH:4][CH:3]=1.CN(C(ON1N=NC2C=CC=NC1=2)=[N+](C)C)C.F[P-](F)(F)(F)(F)F.C(N(C(C)C)CC)(C)C.[C:43]1([C:49]2[N:54]=[C:53]([NH:55][CH2:56][CH2:57][NH:58][C:59](=[O:61])[CH3:60])[CH:52]=[C:51]([N:62]3[CH2:67][CH2:66][NH:65][CH2:64][CH2:63]3)[N:50]=2)[CH:48]=[CH:47][CH:46]=[CH:45][CH:44]=1. Product: [C:1]([N:65]1[CH2:66][CH2:67][N:62]([C:51]2[N:50]=[C:49]([C:43]3[CH:48]=[CH:47][CH:46]=[CH:45][CH:44]=3)[N:54]=[C:53]([NH:55][CH2:56][CH2:57][NH:58][C:59](=[O:61])[CH3:60])[CH:52]=2)[CH2:63][CH2:64]1)(=[O:9])[C:2]1[CH:3]=[CH:4][CH:5]=[CH:6][CH:7]=1. The catalyst class is: 37. (4) Reactant: Br[C:2]1[C:23]([N:24]2[CH2:29][CH2:28][N:27]([CH:30]3[CH2:33][CH2:32][CH2:31]3)[CH2:26][CH2:25]2)=[CH:22][C:5]2[C:6]([CH3:21])([CH3:20])[C:7]3[NH:8][C:9]4[C:14]([C:15]=3[C:16](=[O:17])[C:4]=2[CH:3]=1)=[CH:13][CH:12]=[C:11]([C:18]#[N:19])[CH:10]=4.[C:34]([Si:36]([CH:43]([CH3:45])[CH3:44])([CH:40]([CH3:42])[CH3:41])[CH:37]([CH3:39])[CH3:38])#[CH:35].C1(P(C2CCCCC2)C2C=CC=CC=2C2C(C(C)C)=CC(C(C)C)=CC=2C(C)C)CCCCC1.C(=O)([O-])[O-].[Cs+].[Cs+]. Product: [CH:30]1([N:27]2[CH2:26][CH2:25][N:24]([C:23]3[C:2]([C:35]#[C:34][Si:36]([CH:37]([CH3:39])[CH3:38])([CH:43]([CH3:45])[CH3:44])[CH:40]([CH3:42])[CH3:41])=[CH:3][C:4]4[C:16](=[O:17])[C:15]5[C:14]6[C:9](=[CH:10][C:11]([C:18]#[N:19])=[CH:12][CH:13]=6)[NH:8][C:7]=5[C:6]([CH3:21])([CH3:20])[C:5]=4[CH:22]=3)[CH2:29][CH2:28]2)[CH2:33][CH2:32][CH2:31]1. The catalyst class is: 23. (5) Reactant: CC(OC(/N=N/C(OC(C)C)=O)=O)C.[F:15][C:16]([F:40])([F:39])[C:17]1[N:21]2[N:22]=[C:23]([N:26]3[CH2:31][CH2:30][N:29]([C:32]4[CH:37]=[CH:36][C:35]([OH:38])=[CH:34][CH:33]=4)[CH2:28][CH2:27]3)[CH:24]=[CH:25][C:20]2=[N:19][N:18]=1.O[CH2:42][CH2:43][CH2:44][N:45]1[CH2:50][CH2:49][N:48]([C:51]([O:53][C:54]([CH3:57])([CH3:56])[CH3:55])=[O:52])[CH2:47][CH2:46]1.C1(P(C2C=CC=CC=2)C2C=CC=CC=2)C=CC=CC=1. Product: [F:40][C:16]([F:15])([F:39])[C:17]1[N:21]2[N:22]=[C:23]([N:26]3[CH2:27][CH2:28][N:29]([C:32]4[CH:37]=[CH:36][C:35]([O:38][CH2:42][CH2:43][CH2:44][N:45]5[CH2:50][CH2:49][N:48]([C:51]([O:53][C:54]([CH3:55])([CH3:57])[CH3:56])=[O:52])[CH2:47][CH2:46]5)=[CH:34][CH:33]=4)[CH2:30][CH2:31]3)[CH:24]=[CH:25][C:20]2=[N:19][N:18]=1. The catalyst class is: 1.